Task: Predict the reactants needed to synthesize the given product.. Dataset: Full USPTO retrosynthesis dataset with 1.9M reactions from patents (1976-2016) (1) Given the product [C:37]([N:3]1[CH2:8][CH2:7][CH:6]([CH:9]([C:24]2[CH:25]=[N:26][CH:27]=[CH:28][CH:29]=2)[CH2:10][NH:11][C:12]([C:14]2[C:15]([Cl:23])=[C:16]3[C:20](=[CH:21][CH:22]=2)[NH:19][CH:18]=[CH:17]3)=[O:13])[CH2:5][CH2:4]1)(=[O:39])[CH3:38], predict the reactants needed to synthesize it. The reactants are: Cl.Cl.[NH:3]1[CH2:8][CH2:7][CH:6]([CH:9]([C:24]2[CH:25]=[N:26][CH:27]=[CH:28][CH:29]=2)[CH2:10][NH:11][C:12]([C:14]2[C:15]([Cl:23])=[C:16]3[C:20](=[CH:21][CH:22]=2)[NH:19][CH:18]=[CH:17]3)=[O:13])[CH2:5][CH2:4]1.CCN(CC)CC.[C:37](Cl)(=[O:39])[CH3:38]. (2) Given the product [CH2:1]([O:8][C:9]([NH:11][S:12]([N:15]([CH2:16][C:17]([O:19][CH2:20][CH3:21])=[O:18])[C@H:22]1[CH2:27][CH2:26][C@H:25]([O:36][CH:37]2[CH2:38][CH2:39][N:40]([C:43]([O:45][CH2:46][C:47]3[CH:52]=[CH:51][CH:50]=[CH:49][CH:48]=3)=[O:44])[CH2:41][CH2:42]2)[CH2:24][CH2:23]1)(=[O:14])=[O:13])=[O:10])[C:2]1[CH:3]=[CH:4][CH:5]=[CH:6][CH:7]=1, predict the reactants needed to synthesize it. The reactants are: [CH2:1]([O:8][C:9]([NH:11][S:12]([N:15]([C@H:22]1[CH2:27][CH2:26][C@H:25](O[Si](C(C)(C)C)(C)C)[CH2:24][CH2:23]1)[CH2:16][C:17]([O:19][CH2:20][CH3:21])=[O:18])(=[O:14])=[O:13])=[O:10])[C:2]1[CH:7]=[CH:6][CH:5]=[CH:4][CH:3]=1.[O:36]=[C:37]1[CH2:42][CH2:41][N:40]([C:43]([O:45][CH2:46][C:47]2[CH:52]=[CH:51][CH:50]=[CH:49][CH:48]=2)=[O:44])[CH2:39][CH2:38]1.C([SiH](CC)CC)C.FC(F)(F)S(O[Si](C)(C)C)(=O)=O. (3) Given the product [C:25]([C:2]1[CH:3]=[N:4][CH:5]=[CH:6][C:7]=1[C:8]1[N:9]=[C:10]([NH:13][C:14]2[CH:19]=[CH:18][CH:17]=[C:16]([CH3:20])[CH:15]=2)[S:11][CH:12]=1)#[CH:26], predict the reactants needed to synthesize it. The reactants are: Br[C:2]1[CH:3]=[N:4][CH:5]=[CH:6][C:7]=1[C:8]1[N:9]=[C:10]([NH:13][C:14]2[CH:19]=[CH:18][CH:17]=[C:16]([CH3:20])[CH:15]=2)[S:11][CH:12]=1.C[Si]([C:25]#[CH:26])(C)C.CCCC[N+](CCCC)(CCCC)CCCC.[F-]. (4) Given the product [NH2:8][C:9]1[CH2:15][C:14]([C:16]([O:18][CH:19]([CH3:21])[CH3:20])=[O:17])=[CH:13][C:12]2[CH:22]=[C:23]([C:26]3[CH:27]=[CH:28][C:29]([C:32]([N:34]4[CH2:38][CH2:37][CH2:36][CH2:35]4)=[O:33])=[CH:30][CH:31]=3)[CH:24]=[CH:25][C:11]=2[N:10]=1, predict the reactants needed to synthesize it. The reactants are: C(OC([N:8](C(OC(C)(C)C)=O)[C:9]1[CH2:15][C:14]([C:16]([O:18][CH:19]([CH3:21])[CH3:20])=[O:17])=[CH:13][C:12]2[CH:22]=[C:23]([C:26]3[CH:31]=[CH:30][C:29]([C:32]([N:34]4[CH2:38][CH2:37][CH2:36][CH2:35]4)=[O:33])=[CH:28][CH:27]=3)[CH:24]=[CH:25][C:11]=2[N:10]=1)=O)(C)(C)C.FC(F)(F)C(O)=O. (5) Given the product [Br-:26].[O:29]=[C:28]([C:30]1[CH:35]=[CH:34][CH:33]=[CH:32][C:31]=1[CH3:36])[CH2:27][N+:13]12[CH2:14][CH2:15][CH:16]([CH2:17][CH2:18]1)[C@@H:11]([O:10][C:8](=[O:9])[C@@H:7]([C:1]1[CH:2]=[CH:3][CH:4]=[CH:5][CH:6]=1)[NH:19][C:20]1[CH:25]=[CH:24][CH:23]=[CH:22][CH:21]=1)[CH2:12]2, predict the reactants needed to synthesize it. The reactants are: [C:1]1([C@@H:7]([NH:19][C:20]2[CH:25]=[CH:24][CH:23]=[CH:22][CH:21]=2)[C:8]([O:10][C@@H:11]2[CH:16]3[CH2:17][CH2:18][N:13]([CH2:14][CH2:15]3)[CH2:12]2)=[O:9])[CH:6]=[CH:5][CH:4]=[CH:3][CH:2]=1.[Br:26][CH2:27][C:28]([C:30]1[CH:35]=[CH:34][CH:33]=[CH:32][C:31]=1[CH3:36])=[O:29]. (6) The reactants are: [NH:1]1[CH2:4][CH:3]([O:5][C:6]2[CH:19]=[CH:18][C:9]([CH2:10][N:11]3[CH2:16][CH2:15][N:14]([CH3:17])[CH2:13][CH2:12]3)=[C:8]([F:20])[CH:7]=2)[CH2:2]1.CO[C:23]1[CH:28]=[CH:27][C:26]([C:29]2[O:33][C:32]([C:34](OCC)=[O:35])=[N:31][N:30]=2)=[CH:25][CH:24]=1. Given the product [F:20][C:8]1[CH:7]=[C:6]([O:5][CH:3]2[CH2:4][N:1]([C:34]([C:32]3[O:33][C:29]([C:26]4[CH:25]=[CH:24][CH:23]=[CH:28][CH:27]=4)=[N:30][N:31]=3)=[O:35])[CH2:2]2)[CH:19]=[CH:18][C:9]=1[CH2:10][N:11]1[CH2:12][CH2:13][N:14]([CH3:17])[CH2:15][CH2:16]1, predict the reactants needed to synthesize it.